Dataset: Tox21: 12 toxicity assays (nuclear receptors and stress response pathways). Task: Binary classification across 12 toxicity assays. (1) The drug is CCCCCCCCCCCC[N+](C)(C)CCOc1ccccc1. It tested positive (active) for: SR-MMP (Mitochondrial Membrane Potential disruption). (2) The compound is C[C@H]1C[C@H]2[C@@H]3CCC4=CC(=O)C=C[C@]4(C)[C@@]3(Cl)[C@@H](O)C[C@]2(C)[C@@]1(O)C(=O)CO. It tested positive (active) for: NR-AR (Androgen Receptor agonist activity), and NR-AR-LBD (Androgen Receptor Ligand Binding Domain agonist). (3) The compound is CCOCn1c(-c2ccc(Cl)cc2)c(C#N)c(Br)c1C(F)(F)F. It tested positive (active) for: SR-HSE (Heat Shock Element response), SR-MMP (Mitochondrial Membrane Potential disruption), and SR-p53 (p53 tumor suppressor activation). (4) The compound is Oc1c(Cl)cc(Cl)cc1Sc1cc(Cl)cc(Cl)c1O. It tested positive (active) for: SR-HSE (Heat Shock Element response), SR-MMP (Mitochondrial Membrane Potential disruption), and SR-p53 (p53 tumor suppressor activation). (5) The molecule is c1ccc(-c2nc[nH]c2-c2ccccc2)cc1. It tested positive (active) for: SR-p53 (p53 tumor suppressor activation).